Dataset: Retrosynthesis with 50K atom-mapped reactions and 10 reaction types from USPTO. Task: Predict the reactants needed to synthesize the given product. (1) Given the product COC(=O)C(C)C(=O)NCCc1ccccc1I, predict the reactants needed to synthesize it. The reactants are: COC(=O)C(C)C(=O)O.NCCc1ccccc1I. (2) Given the product COCc1cc(C)c([N+](=O)[O-])c(C)c1, predict the reactants needed to synthesize it. The reactants are: CI.Cc1cc(CO)cc(C)c1[N+](=O)[O-]. (3) Given the product CCC(CC)Nc1nc(C)nc(Oc2c(C)cc(C)nc2C)c1[N+](=O)[O-], predict the reactants needed to synthesize it. The reactants are: CCC(CC)Nc1nc(C)nc(Cl)c1[N+](=O)[O-].Cc1cc(C)c(O)c(C)n1. (4) Given the product O=C(Nc1ccc(N2CCN(C(=O)Cc3nnn[nH]3)CC2)cc1)c1nc(-c2ccccc2)oc1C(F)(F)F, predict the reactants needed to synthesize it. The reactants are: O=C(Nc1ccc(N2CCNCC2)cc1)c1nc(-c2ccccc2)oc1C(F)(F)F.O=C(O)Cc1nnn[nH]1. (5) Given the product CCOc1ccc(C2(c3cccc(Nc4cccc(OC)c4)c3)COC(N)=N2)cc1C, predict the reactants needed to synthesize it. The reactants are: CCOc1ccc(C2(c3cccc(Br)c3)COC(N)=N2)cc1C.COc1cccc(N)c1. (6) Given the product CC(C)(C)OC(=O)n1c(-c2ccc(OS(=O)(=O)c3ccc(C(F)(F)F)cc3)c3c2C(=O)NC3)cc2cc(CN3CCCCC3)ccc21, predict the reactants needed to synthesize it. The reactants are: CC(C)(C)OC(=O)n1c(-c2ccc(O)c3c2C(=O)NC3)cc2cc(CN3CCCCC3)ccc21.O=S(=O)(Cl)c1ccc(C(F)(F)F)cc1. (7) Given the product Cn1ncc([N+](=O)[O-])c1N1C[C@H](O)[C@@H](O)C1, predict the reactants needed to synthesize it. The reactants are: Cn1ncc([N+](=O)[O-])c1Cl.O[C@H]1CNC[C@@H]1O.